This data is from Catalyst prediction with 721,799 reactions and 888 catalyst types from USPTO. The task is: Predict which catalyst facilitates the given reaction. (1) Reactant: [Cl:1][C:2]1[CH:13]=[C:12]([O:14]C)[CH:11]=[CH:10][C:3]=1[O:4][C:5]1[S:6][CH:7]=[CH:8][N:9]=1.B(Br)(Br)Br. Product: [Cl:1][C:2]1[CH:13]=[C:12]([OH:14])[CH:11]=[CH:10][C:3]=1[O:4][C:5]1[S:6][CH:7]=[CH:8][N:9]=1. The catalyst class is: 4. (2) Product: [CH:37]([OH:39])=[O:38].[C:67]([O:66][C:64]([N:22]([CH2:21][C@H:20]([O:71][Si:72]([C:75]([CH3:78])([CH3:77])[CH3:76])([CH3:73])[CH3:74])[C:12]1[CH:11]=[CH:10][C:9]([OH:8])=[C:18]2[C:13]=1[CH:14]=[CH:15][C:16](=[O:19])[NH:17]2)[CH2:23][CH2:24][CH2:25][CH2:26][NH:27][C:28]([C:30]1[CH:31]=[C:32]([C:36]([OH:63])([C:57]2[CH:62]=[CH:61][CH:60]=[CH:59][CH:58]=2)[C:37]([O:39][CH2:40][CH:41]2[CH2:46][CH2:45][NH:44][CH2:43][CH2:42]2)=[O:38])[CH:33]=[CH:34][CH:35]=1)=[O:29])=[O:65])([CH3:68])([CH3:70])[CH3:69]. Reactant: C([O:8][C:9]1[CH:10]=[CH:11][C:12]([C@@H:20]([O:71][Si:72]([C:75]([CH3:78])([CH3:77])[CH3:76])([CH3:74])[CH3:73])[CH2:21][N:22]([C:64]([O:66][C:67]([CH3:70])([CH3:69])[CH3:68])=[O:65])[CH2:23][CH2:24][CH2:25][CH2:26][NH:27][C:28]([C:30]2[CH:31]=[C:32]([C:36]([OH:63])([C:57]3[CH:62]=[CH:61][CH:60]=[CH:59][CH:58]=3)[C:37]([O:39][CH2:40][CH:41]3[CH2:46][CH2:45][N:44](C(OCC4C=CC=CC=4)=O)[CH2:43][CH2:42]3)=[O:38])[CH:33]=[CH:34][CH:35]=2)=[O:29])=[C:13]2[C:18]=1[NH:17][C:16](=[O:19])[CH:15]=[CH:14]2)C1C=CC=CC=1.C(O)=O.[H][H]. The catalyst class is: 19.